Dataset: NCI-60 drug combinations with 297,098 pairs across 59 cell lines. Task: Regression. Given two drug SMILES strings and cell line genomic features, predict the synergy score measuring deviation from expected non-interaction effect. (1) Drug 1: CC1=C2C(C(=O)C3(C(CC4C(C3C(C(C2(C)C)(CC1OC(=O)C(C(C5=CC=CC=C5)NC(=O)C6=CC=CC=C6)O)O)OC(=O)C7=CC=CC=C7)(CO4)OC(=O)C)O)C)OC(=O)C. Drug 2: CC1=C(C(=O)C2=C(C1=O)N3CC4C(C3(C2COC(=O)N)OC)N4)N. Cell line: OVCAR3. Synergy scores: CSS=45.7, Synergy_ZIP=-6.23, Synergy_Bliss=-8.90, Synergy_Loewe=-22.4, Synergy_HSA=-9.27. (2) Drug 1: C1CN1P(=S)(N2CC2)N3CC3. Drug 2: CCC1(CC2CC(C3=C(CCN(C2)C1)C4=CC=CC=C4N3)(C5=C(C=C6C(=C5)C78CCN9C7C(C=CC9)(C(C(C8N6C)(C(=O)OC)O)OC(=O)C)CC)OC)C(=O)OC)O.OS(=O)(=O)O. Cell line: NCI-H322M. Synergy scores: CSS=-6.48, Synergy_ZIP=2.99, Synergy_Bliss=-1.39, Synergy_Loewe=-7.83, Synergy_HSA=-7.87.